Task: Binary Classification. Given a T-cell receptor sequence (or CDR3 region) and an epitope sequence, predict whether binding occurs between them.. Dataset: TCR-epitope binding with 47,182 pairs between 192 epitopes and 23,139 TCRs (1) The epitope is GILGFVFTL. The TCR CDR3 sequence is CATQRGDTGELFF. Result: 0 (the TCR does not bind to the epitope). (2) The epitope is KMQRMLLEK. The TCR CDR3 sequence is CASHGGGTEAFF. Result: 0 (the TCR does not bind to the epitope). (3) The epitope is VVYRGTTTY. The TCR CDR3 sequence is CASSLIRDVTLANTGELFF. Result: 0 (the TCR does not bind to the epitope). (4) The epitope is CINGVCWTV. The TCR CDR3 sequence is CASSQVQGASNQPQHF. Result: 0 (the TCR does not bind to the epitope).